From a dataset of CYP3A4 inhibition data for predicting drug metabolism from PubChem BioAssay. Regression/Classification. Given a drug SMILES string, predict its absorption, distribution, metabolism, or excretion properties. Task type varies by dataset: regression for continuous measurements (e.g., permeability, clearance, half-life) or binary classification for categorical outcomes (e.g., BBB penetration, CYP inhibition). Dataset: cyp3a4_veith. (1) The compound is COc1ccc(C(=O)NCS(=O)(=O)c2ccc(C)cc2)cc1. The result is 1 (inhibitor). (2) The molecule is Cn1c(=O)n2n(c1=O)[C@H]1[C@H](O)[C@H]3O[C@@H]3/C(=N/OC[C@@H](O)COCc3ccco3)[C@@H]1CC2. The result is 0 (non-inhibitor). (3) The molecule is COC(=O)C(C)(C(=O)OC)c1ccc([N+](=O)[O-])cn1. The result is 0 (non-inhibitor). (4) The drug is N[C@@H]1CCc2cc(O)c(O)cc2C1. The result is 0 (non-inhibitor). (5) The result is 1 (inhibitor). The drug is COc1ccc2[nH]cc(CCNc3ncncc3-c3ccccc3Cl)c2c1. (6) The molecule is CC(=O)N1CCC2(CCCN(Cc3ccc(C#N)cc3)C2)CC1. The result is 0 (non-inhibitor). (7) The molecule is COc1cccc(N2CCN(C(=S)Nc3cccc(C)c3)CC2)c1. The result is 1 (inhibitor).